This data is from Forward reaction prediction with 1.9M reactions from USPTO patents (1976-2016). The task is: Predict the product of the given reaction. (1) Given the reactants [C:1]1([C:27]2[CH:32]=[CH:31][CH:30]=[CH:29][CH:28]=2)[CH:6]=[CH:5][C:4]([NH:7][C:8](=[O:26])[C:9]2[CH:14]=[CH:13][C:12]([CH2:15][O:16][CH2:17][CH2:18][O:19][CH3:20])=[C:11]([NH:21][C:22](=[O:25])[CH2:23]Cl)[CH:10]=2)=[CH:3][CH:2]=1.C(N(CC)CC)C.[NH:40]1[CH2:45][CH2:44][O:43][CH2:42][CH2:41]1.[I-].[K+], predict the reaction product. The product is: [C:1]1([C:27]2[CH:32]=[CH:31][CH:30]=[CH:29][CH:28]=2)[CH:6]=[CH:5][C:4]([NH:7][C:8](=[O:26])[C:9]2[CH:14]=[CH:13][C:12]([CH2:15][O:16][CH2:17][CH2:18][O:19][CH3:20])=[C:11]([NH:21][C:22](=[O:25])[CH2:23][N:40]3[CH2:45][CH2:44][O:43][CH2:42][CH2:41]3)[CH:10]=2)=[CH:3][CH:2]=1. (2) Given the reactants [S:1]1[CH2:6][CH2:5][CH:4]([CH:7]=O)[CH2:3][CH2:2]1.[Si](OS(C(F)(F)F)(=O)=O)(C)(C)C.[CH3:21][O:22][C:23]([C:25]1[CH:26]=[C:27]([Br:34])[CH:28]=[C:29]2[C:33]=1[NH:32][CH:31]=[CH:30]2)=[O:24].[SiH](CC)(CC)CC, predict the reaction product. The product is: [Br:34][C:27]1[CH:28]=[C:29]2[C:33](=[C:25]([C:23]([O:22][CH3:21])=[O:24])[CH:26]=1)[NH:32][CH:31]=[C:30]2[CH2:7][CH:4]1[CH2:3][CH2:2][S:1][CH2:6][CH2:5]1. (3) The product is: [CH2:50]([N:3]([CH2:1][CH3:2])[C:4]([C:6]1[CH:11]=[C:10]([C:12]2[CH:13]=[N:14][N:15]([CH2:17][CH2:18][CH2:19][OH:20])[CH:16]=2)[CH:9]=[CH:8][C:7]=1[NH:21][C:22]1[C:27]([C:28]([F:29])([F:30])[F:31])=[CH:26][N:25]=[C:24]([NH:32][C:33]2[CH:47]=[CH:46][C:36]([CH2:37][P:38](=[O:42])([OH:45])[O:39][CH2:40][CH3:41])=[CH:35][C:34]=2[O:48][CH3:49])[N:23]=1)=[O:5])[CH3:51]. Given the reactants [CH2:1]([N:3]([CH2:50][CH3:51])[C:4]([C:6]1[CH:11]=[C:10]([C:12]2[CH:13]=[N:14][N:15]([CH2:17][CH2:18][CH2:19][OH:20])[CH:16]=2)[CH:9]=[CH:8][C:7]=1[NH:21][C:22]1[C:27]([C:28]([F:31])([F:30])[F:29])=[CH:26][N:25]=[C:24]([NH:32][C:33]2[CH:47]=[CH:46][C:36]([CH2:37][P:38](=[O:45])([O:42]CC)[O:39][CH2:40][CH3:41])=[CH:35][C:34]=2[O:48][CH3:49])[N:23]=1)=[O:5])[CH3:2].[I-].[Na+], predict the reaction product.